Dataset: Full USPTO retrosynthesis dataset with 1.9M reactions from patents (1976-2016). Task: Predict the reactants needed to synthesize the given product. (1) Given the product [F:44][C:45]1[CH:46]=[CH:47][C:48]([OH:51])=[C:49]([C:4]2([OH:17])[C:3]3[C:7](=[CH:8][CH:9]=[CH:10][CH:2]=3)[N:6]([CH2:11][CH2:12][CH2:13][CH2:14][CH3:15])[C:5]2=[O:16])[CH:50]=1, predict the reactants needed to synthesize it. The reactants are: Br[C:2]1[CH:10]=[CH:9][CH:8]=[C:7]2[C:3]=1[C:4](=[O:17])[C:5](=[O:16])[N:6]2[CH2:11][CH2:12][CH2:13][CH2:14][CH3:15].C(N1C2C(=CC=CC=2)C(=O)C1=O)CCCC.O1C2C=CC(O)=CC=2OC1.[F:44][C:45]1[CH:50]=[CH:49][C:48]([OH:51])=[CH:47][CH:46]=1. (2) Given the product [ClH:29].[ClH:29].[CH3:24][N:21]1[CH2:22][CH2:23][N:6]2[C:5]([C:25]([F:28])([F:26])[F:27])=[CH:4][C:3]([C:1]#[N:2])=[C:7]2[C:8]21[CH2:13][CH2:12][NH:11][CH2:10][CH2:9]2, predict the reactants needed to synthesize it. The reactants are: [C:1]([C:3]1[CH:4]=[C:5]([C:25]([F:28])([F:27])[F:26])[N:6]2[CH2:23][CH2:22][N:21]([CH3:24])[C:8]3([CH2:13][CH2:12][N:11](C(OC(C)(C)C)=O)[CH2:10][CH2:9]3)[C:7]=12)#[N:2].[ClH:29].O1CCOCC1. (3) Given the product [NH2:21][CH2:20][C:5]([CH2:4][NH2:1])([CH3:19])[CH2:6][C:7](=[O:18])[CH2:8][CH2:9][O:10][Si:11]([C:14]([CH3:16])([CH3:17])[CH3:15])([CH3:12])[CH3:13], predict the reactants needed to synthesize it. The reactants are: [N:1]([CH2:4][C:5]([CH2:20][N:21]=[N+]=[N-])([CH3:19])[CH2:6][C:7](=[O:18])[CH2:8][CH2:9][O:10][Si:11]([C:14]([CH3:17])([CH3:16])[CH3:15])([CH3:13])[CH3:12])=[N+]=[N-].